Dataset: Full USPTO retrosynthesis dataset with 1.9M reactions from patents (1976-2016). Task: Predict the reactants needed to synthesize the given product. (1) The reactants are: [Br:1][C:2]1[CH:7]=[C:6]([CH3:8])[C:5]([NH2:9])=[C:4]([CH2:10][CH3:11])[CH:3]=1.[N:12]([O-])=O.[Na+]. Given the product [Br:1][C:2]1[CH:7]=[C:6]2[C:5](=[C:4]([CH2:10][CH3:11])[CH:3]=1)[NH:9][N:12]=[CH:8]2.[Br:1][C:2]1[CH:3]=[C:4]2[C:5](=[C:6]([CH3:8])[CH:7]=1)[NH:9][N:12]=[C:10]2[CH3:11], predict the reactants needed to synthesize it. (2) Given the product [NH2:2][CH2:1][CH2:3][C:4]1[CH:13]=[CH:12][C:7]([C:8]([O:10][CH3:11])=[O:9])=[CH:6][N:5]=1, predict the reactants needed to synthesize it. The reactants are: [C:1]([CH2:3][C:4]1[CH:13]=[CH:12][C:7]([C:8]([O:10][CH3:11])=[O:9])=[CH:6][N:5]=1)#[N:2]. (3) Given the product [NH2:8][C:5]1[CH:6]=[CH:7][C:2]([N:11]2[CH2:16][CH2:15][CH2:14][CH:13]([NH:17][C:18](=[O:24])[O:19][C:20]([CH3:22])([CH3:21])[CH3:23])[CH2:12]2)=[N:3][CH:4]=1, predict the reactants needed to synthesize it. The reactants are: Cl[C:2]1[CH:7]=[CH:6][C:5]([N+:8]([O-])=O)=[CH:4][N:3]=1.[NH:11]1[CH2:16][CH2:15][CH2:14][CH:13]([NH:17][C:18](=[O:24])[O:19][C:20]([CH3:23])([CH3:22])[CH3:21])[CH2:12]1. (4) The reactants are: [Cl:1][C:2]1[CH:7]=[CH:6][C:5]([NH:8][C:9]2[C:14]([N+:15]([O-])=O)=[C:13]([NH:18][CH3:19])[CH:12]=[C:11]([N:20]3[C:24]([CH3:25])=[CH:23][C:22]([CH3:26])=[N:21]3)[N:10]=2)=[CH:4][CH:3]=1. Given the product [NH2:15][C:14]1[C:9]([NH:8][C:5]2[CH:4]=[CH:3][C:2]([Cl:1])=[CH:7][CH:6]=2)=[N:10][C:11]([N:20]2[C:24]([CH3:25])=[CH:23][C:22]([CH3:26])=[N:21]2)=[CH:12][C:13]=1[NH:18][CH3:19], predict the reactants needed to synthesize it. (5) Given the product [OH:32][C:25]1[CH:24]=[CH:23][C:22]([NH:21][C:1](=[O:20])[CH2:2][CH2:3][CH2:4][CH2:5][CH2:6][CH2:7][CH2:8]/[CH:9]=[CH:10]\[CH2:11]/[CH:12]=[CH:13]\[CH2:14]/[CH:15]=[CH:16]\[CH2:17][CH3:18])=[CH:31][C:26]=1[C:27]([OH:29])=[O:28], predict the reactants needed to synthesize it. The reactants are: [C:1]([OH:20])(=O)[CH2:2][CH2:3][CH2:4][CH2:5][CH2:6][CH2:7][CH2:8]/[CH:9]=[CH:10]\[CH2:11]/[CH:12]=[CH:13]\[CH2:14]/[CH:15]=[CH:16]\[CH2:17][CH3:18].[NH2:21][C:22]1[CH:23]=[CH:24][C:25]([OH:32])=[C:26]([CH:31]=1)[C:27]([O:29]C)=[O:28].Cl.C(N=C=NCCCN(C)C)C.CN(C1C=CC=CN=1)C. (6) Given the product [CH2:12]([CH:19]1[CH2:20][CH2:21][N:22]([C:25]2[CH:26]=[CH:27][C:28]([NH:31][C:9]([C:7]3[O:8][C:4]([N+:1]([O-:3])=[O:2])=[CH:5][CH:6]=3)=[O:10])=[CH:29][CH:30]=2)[CH2:23][CH2:24]1)[C:13]1[CH:18]=[CH:17][CH:16]=[CH:15][CH:14]=1, predict the reactants needed to synthesize it. The reactants are: [N+:1]([C:4]1[O:8][C:7]([C:9](Cl)=[O:10])=[CH:6][CH:5]=1)([O-:3])=[O:2].[CH2:12]([CH:19]1[CH2:24][CH2:23][N:22]([C:25]2[CH:30]=[CH:29][C:28]([NH2:31])=[CH:27][CH:26]=2)[CH2:21][CH2:20]1)[C:13]1[CH:18]=[CH:17][CH:16]=[CH:15][CH:14]=1.CCN(CC)CC. (7) Given the product [O:24]1[C:25]2[CH:31]=[CH:30][CH:29]=[CH:28][C:26]=2[N:27]=[C:23]1[N:17]1[CH2:16][CH2:15][C:14]2[C:19](=[CH:20][CH:21]=[C:12]([N:9]3[CH2:10][CH2:11][C@H:7]([N:3]4[CH2:4][CH2:5][CH2:6][C@@H:2]4[CH3:1])[CH2:8]3)[CH:13]=2)[CH2:18]1, predict the reactants needed to synthesize it. The reactants are: [CH3:1][C@H:2]1[CH2:6][CH2:5][CH2:4][N:3]1[C@H:7]1[CH2:11][CH2:10][N:9]([C:12]2[CH:13]=[C:14]3[C:19](=[CH:20][CH:21]=2)[CH2:18][NH:17][CH2:16][CH2:15]3)[CH2:8]1.Br[C:23]1[O:24][C:25]2[CH:31]=[CH:30][CH:29]=[CH:28][C:26]=2[N:27]=1. (8) Given the product [NH2:4][C:3]1[N:5]=[CH:13][C:14]2[CH2:15][N:16]([C:21]([O:23][C:24]([CH3:27])([CH3:26])[CH3:25])=[O:22])[CH2:17][CH2:18][C:19]=2[N:2]=1, predict the reactants needed to synthesize it. The reactants are: Cl.[NH2:2][C:3]([NH2:5])=[NH:4].CC[O-].[Na+].CN([CH:13]=[C:14]1[C:19](=O)[CH2:18][CH2:17][N:16]([C:21]([O:23][C:24]([CH3:27])([CH3:26])[CH3:25])=[O:22])[CH2:15]1)C.